From a dataset of Full USPTO retrosynthesis dataset with 1.9M reactions from patents (1976-2016). Predict the reactants needed to synthesize the given product. (1) Given the product [CH:3]12[CH2:12][CH:7]3[CH2:8][CH:9]([CH2:11][CH:5]([CH2:6]3)[C:4]31[O:16][O:15][C:14]1([CH2:21][CH2:20][CH:19]([CH2:22][C:23]([OH:25])=[O:24])[CH2:18][CH2:17]1)[O:13]3)[CH2:10]2, predict the reactants needed to synthesize it. The reactants are: [OH-].[Na+].[CH:3]12[CH2:12][CH:7]3[CH2:8][CH:9]([CH2:11][CH:5]([CH2:6]3)[C:4]31[O:16][O:15][C:14]1([CH2:21][CH2:20][CH:19]([CH2:22][C:23]([O-:25])=[O:24])[CH2:18][CH2:17]1)[O:13]3)[CH2:10]2.Cl. (2) Given the product [CH2:4]([CH:5]1[CH2:9][CH2:8][N:7]([C:10]([O:12][C:13]([CH3:16])([CH3:15])[CH3:14])=[O:11])[CH2:6]1)[C:3]#[CH:2], predict the reactants needed to synthesize it. The reactants are: Br[C:2](Br)=[CH:3][CH2:4][CH:5]1[CH2:9][CH2:8][N:7]([C:10]([O:12][C:13]([CH3:16])([CH3:15])[CH3:14])=[O:11])[CH2:6]1.C([Li])CCC.